From a dataset of Catalyst prediction with 721,799 reactions and 888 catalyst types from USPTO. Predict which catalyst facilitates the given reaction. (1) Reactant: CN(C(ON1N=NC2C=CC=NC1=2)=[N+](C)C)C.F[P-](F)(F)(F)(F)F.[C:25]([O:29][C:30]([N:32]1[CH2:37][CH2:36][C:35]([C:41]#[N:42])([C:38]([OH:40])=O)[CH2:34][CH2:33]1)=[O:31])([CH3:28])([CH3:27])[CH3:26].[Cl:43][C:44]1[N:49]=[CH:48][C:47]([CH2:50][NH2:51])=[CH:46][CH:45]=1.CCN(C(C)C)C(C)C. Product: [Cl:43][C:44]1[N:49]=[CH:48][C:47]([CH2:50][NH:51][C:38]([C:35]2([C:41]#[N:42])[CH2:34][CH2:33][N:32]([C:30]([O:29][C:25]([CH3:26])([CH3:27])[CH3:28])=[O:31])[CH2:37][CH2:36]2)=[O:40])=[CH:46][CH:45]=1. The catalyst class is: 44. (2) Product: [Cl:18][C:12]1[CH:13]=[C:14]([Cl:17])[CH:15]=[CH:16][C:11]=1[C:9]([C:7]1[O:8][C:4]2[CH:3]=[C:2]([B:22]3[O:26][C:25]([CH3:28])([CH3:27])[C:24]([CH3:30])([CH3:29])[O:23]3)[CH:21]=[CH:20][C:5]=2[C:6]=1[CH3:19])=[O:10]. Reactant: Br[C:2]1[CH:21]=[CH:20][C:5]2[C:6]([CH3:19])=[C:7]([C:9]([C:11]3[CH:16]=[CH:15][C:14]([Cl:17])=[CH:13][C:12]=3[Cl:18])=[O:10])[O:8][C:4]=2[CH:3]=1.[B:22]1([B:22]2[O:26][C:25]([CH3:28])([CH3:27])[C:24]([CH3:30])([CH3:29])[O:23]2)[O:26][C:25]([CH3:28])([CH3:27])[C:24]([CH3:30])([CH3:29])[O:23]1.C([O-])(=O)C.[K+]. The catalyst class is: 204. (3) Reactant: [CH:1]1([NH:7][C:8]2[N:16]=[C:15]([NH:17][C:18]3[CH:23]=[CH:22][C:21]([N:24]4[CH2:29][CH2:28][NH:27][CH2:26][CH2:25]4)=[CH:20][C:19]=3[O:30][CH3:31])[N:14]=[C:13]3[C:9]=2[N:10]=[CH:11][NH:12]3)[CH2:6][CH2:5][CH2:4][CH2:3][CH2:2]1.C(N(CC)CC)C.Cl[C:40](OC1C=CC([N+]([O-])=O)=CC=1)=[O:41].[NH:52]1[CH2:57][CH2:56][O:55][CH2:54][CH2:53]1. Product: [CH:1]1([NH:7][C:8]2[N:16]=[C:15]([NH:17][C:18]3[CH:23]=[CH:22][C:21]([N:24]4[CH2:25][CH2:26][N:27]([C:40]([N:52]5[CH2:57][CH2:56][O:55][CH2:54][CH2:53]5)=[O:41])[CH2:28][CH2:29]4)=[CH:20][C:19]=3[O:30][CH3:31])[N:14]=[C:13]3[C:9]=2[N:10]=[CH:11][NH:12]3)[CH2:2][CH2:3][CH2:4][CH2:5][CH2:6]1. The catalyst class is: 37. (4) Reactant: [N+:1]([C:4]1[CH:12]=[C:7]2[CH2:8][O:9][CH2:10][CH2:11][N:6]2[N:5]=1)([O-])=O. Product: [N:5]1[N:6]2[C:7]([CH2:8][O:9][CH2:10][CH2:11]2)=[CH:12][C:4]=1[NH2:1]. The catalyst class is: 582. (5) Reactant: C[O:2][C:3]1[CH:12]=[C:11]2[C:6]([CH:7]=[CH:8][C:9]([N:13]3[C:17]([CH3:18])=[CH:16][C:15]([O:19][CH2:20][CH2:21][N:22]4[CH2:27][CH2:26][O:25][CH2:24][CH2:23]4)=[N:14]3)=[CH:10]2)=[CH:5][CH:4]=1. Product: [OH:2][C:3]1[CH:12]=[C:11]2[C:6]([CH:7]=[CH:8][C:9]([N:13]3[C:17]([CH3:18])=[CH:16][C:15]([O:19][CH2:20][CH2:21][N:22]4[CH2:23][CH2:24][O:25][CH2:26][CH2:27]4)=[N:14]3)=[CH:10]2)=[CH:5][CH:4]=1. The catalyst class is: 33.